This data is from Catalyst prediction with 721,799 reactions and 888 catalyst types from USPTO. The task is: Predict which catalyst facilitates the given reaction. (1) Reactant: C[O:2][CH:3]1[O:15][C@H](C)[C@@H](OC(=O)C)[C@H:4]1OC(=O)C.[CH2:17]([O:21][CH2:22][CH2:23]CC)[CH2:18][CH2:19][CH3:20].[C:26]([O:29][C:30](=[O:32])[CH3:31])(=[O:28])C.S(=O)(=O)(O)[OH:34].C(=O)(O)[O-].[Na+]. Product: [C:30]([O:29][CH:26]1[O:28][C@H:19]([CH3:20])[C@@H:18]([O:15][C:3](=[O:2])[CH3:4])[C@H:17]1[O:21][C:22](=[O:34])[CH3:23])(=[O:32])[CH3:31]. The catalyst class is: 194. (2) Reactant: [C:1]([O:4][C@@H:5]1[C@@H:10]([O:11][C:12](=[O:14])[CH3:13])[C@@H:9]([O:15][C:16](=[O:18])[CH3:17])[C@@H:8]([CH2:19][O:20][C:21](=[O:23])[CH3:22])[O:7][C@H:6]1[N:24]=[N+]=[N-])(=[O:3])[CH3:2].CO. Product: [C:1]([O:4][C@@H:5]1[C@@H:10]([O:11][C:12](=[O:14])[CH3:13])[C@@H:9]([O:15][C:16](=[O:18])[CH3:17])[C@@H:8]([CH2:19][O:20][C:21](=[O:23])[CH3:22])[O:7][C@H:6]1[NH2:24])(=[O:3])[CH3:2]. The catalyst class is: 354. (3) Reactant: [Br:1][C:2]1[CH:7]=[CH:6][CH:5]=[CH:4][N:3]=1.[Li+].CC([N-]C(C)C)C.[C:16]([O:20][C:21]([N:23]1[CH2:28][CH2:27][CH:26]([CH:29]=[O:30])[CH2:25][CH2:24]1)=[O:22])([CH3:19])([CH3:18])[CH3:17]. Product: [C:16]([O:20][C:21]([N:23]1[CH2:28][CH2:27][CH:26]([CH:29]([C:7]2[C:2]([Br:1])=[N:3][CH:4]=[CH:5][CH:6]=2)[OH:30])[CH2:25][CH2:24]1)=[O:22])([CH3:19])([CH3:18])[CH3:17]. The catalyst class is: 1. (4) Reactant: C(OC(=O)[NH:7][C:8]1[CH:13]=[C:12]([CH2:14][CH3:15])[C:11]([C:16]([F:19])([F:18])[F:17])=[CH:10][C:9]=1[NH:20][C:21](=[O:40])[CH2:22][C:23]([C:25]1[CH:30]=[CH:29][CH:28]=[C:27]([C:31]2[CH:32]=[N:33][C:34]([CH:37]3[CH2:39][CH2:38]3)=[CH:35][CH:36]=2)[CH:26]=1)=O)(C)(C)C.C(O)(C(F)(F)F)=O. Product: [CH:37]1([C:34]2[N:33]=[CH:32][C:31]([C:27]3[CH:26]=[C:25]([C:23]4[CH2:22][C:21](=[O:40])[NH:20][C:9]5[CH:10]=[C:11]([C:16]([F:18])([F:19])[F:17])[C:12]([CH2:14][CH3:15])=[CH:13][C:8]=5[N:7]=4)[CH:30]=[CH:29][CH:28]=3)=[CH:36][CH:35]=2)[CH2:38][CH2:39]1. The catalyst class is: 2.